From a dataset of Peptide-MHC class II binding affinity with 134,281 pairs from IEDB. Regression. Given a peptide amino acid sequence and an MHC pseudo amino acid sequence, predict their binding affinity value. This is MHC class II binding data. The peptide sequence is AAGVPPADKYRTFVA. The MHC is HLA-DQA10104-DQB10503 with pseudo-sequence HLA-DQA10104-DQB10503. The binding affinity (normalized) is 0.298.